From a dataset of Full USPTO retrosynthesis dataset with 1.9M reactions from patents (1976-2016). Predict the reactants needed to synthesize the given product. (1) Given the product [CH3:1][N:2]1[C:6]([CH3:7])=[C:5]([C:8]2[CH:9]=[C:10]([CH2:11][OH:12])[CH:13]=[CH:14][CH:15]=2)[C:4]([CH3:16])=[N:3]1, predict the reactants needed to synthesize it. The reactants are: [CH3:1][N:2]1[C:6]([CH3:7])=[C:5]([C:8]2[CH:9]=[C:10]([CH:13]=[CH:14][CH:15]=2)[CH:11]=[O:12])[C:4]([CH3:16])=[N:3]1.[BH4-].[Na+].C(O)(=O)CC(CC(O)=O)(C(O)=O)O. (2) Given the product [F:17][C:14]1[CH:15]=[CH:16][C:11]([C@@H:9]([NH:8][C:6]2[N:7]=[C:2]([N:25]3[CH2:29][CH2:28][NH:27][C:26]3=[O:30])[CH:3]=[C:4]([NH:18][C:19]3[CH:24]=[N:23][CH:22]=[CH:21][N:20]=3)[N:5]=2)[CH3:10])=[CH:12][CH:13]=1, predict the reactants needed to synthesize it. The reactants are: Cl[C:2]1[N:7]=[C:6]([NH:8][C@H:9]([C:11]2[CH:16]=[CH:15][C:14]([F:17])=[CH:13][CH:12]=2)[CH3:10])[N:5]=[C:4]([NH:18][C:19]2[CH:24]=[N:23][CH:22]=[CH:21][N:20]=2)[CH:3]=1.[NH:25]1[CH2:29][CH2:28][NH:27][C:26]1=[O:30].P([O-])([O-])([O-])=O.[K+].[K+].[K+].O1CCOCC1. (3) Given the product [C:1]([O:4][CH2:5][C:6]1[C:7]([Br:17])=[C:8]([CH2:12][CH2:13][CH2:14][C:15]([OH:23])=[O:16])[CH:9]=[CH:10][CH:11]=1)(=[O:3])[CH3:2], predict the reactants needed to synthesize it. The reactants are: [C:1]([O:4][CH2:5][C:6]1[CH:11]=[CH:10][CH:9]=[C:8]([CH2:12][CH2:13][CH2:14][CH:15]=[O:16])[C:7]=1[Br:17])(=[O:3])[CH3:2].CC(=CC)C.[O-:23]Cl=O.[Na+]. (4) Given the product [NH2:5][C:9]1([C:1]#[N:2])[CH2:10][CH2:11][S:6][CH2:7][CH2:8]1, predict the reactants needed to synthesize it. The reactants are: [C-:1]#[N:2].[K+].[Cl-].[NH4+:5].[S:6]1[CH2:11][CH2:10][C:9](=O)[CH2:8][CH2:7]1.[OH-].[Na+]. (5) Given the product [NH2:12][C:8]([C:6]1[CH:7]=[C:2]([Br:1])[CH:3]=[CH:4][C:5]=1[F:11])([CH3:9])[C:18]#[N:19], predict the reactants needed to synthesize it. The reactants are: [Br:1][C:2]1[CH:3]=[CH:4][C:5]([F:11])=[C:6]([C:8](=O)[CH3:9])[CH:7]=1.[NH4+:12].[Cl-].C[Si]([C:18]#[N:19])(C)C.